This data is from Full USPTO retrosynthesis dataset with 1.9M reactions from patents (1976-2016). The task is: Predict the reactants needed to synthesize the given product. (1) Given the product [CH:1]1([NH:4][C:5]([C:7]2[N:8]=[N:9][N:10]([C:20]3[CH:21]=[CH:22][C:23]([C:26]([NH:28][CH2:29][CH3:30])=[O:27])=[CH:24][CH:25]=3)[C:11]=2[CH2:12][S:13]([C:14]2[CH:19]=[CH:18][CH:17]=[CH:16][CH:15]=2)=[O:39])=[O:6])[CH2:2][CH2:3]1, predict the reactants needed to synthesize it. The reactants are: [CH:1]1([NH:4][C:5]([C:7]2[N:8]=[N:9][N:10]([C:20]3[CH:25]=[CH:24][C:23]([C:26]([NH:28][CH2:29][CH3:30])=[O:27])=[CH:22][CH:21]=3)[C:11]=2[CH2:12][S:13][C:14]2[CH:19]=[CH:18][CH:17]=[CH:16][CH:15]=2)=[O:6])[CH2:3][CH2:2]1.ClC1C=CC=C(C(OO)=[O:39])C=1. (2) The reactants are: [CH3:1][O-:2].[Na+].Cl[C:5]1[C:10]([O:11][CH3:12])=[CH:9][C:8]([N+:13]([O-:15])=[O:14])=[CH:7][N:6]=1. Given the product [CH3:1][O:2][C:5]1[C:10]([O:11][CH3:12])=[CH:9][C:8]([N+:13]([O-:15])=[O:14])=[CH:7][N:6]=1, predict the reactants needed to synthesize it. (3) The reactants are: C(O)(C(F)(F)F)=O.[Cl:8][C:9]1[S:13][CH:12]=[C:11]([C:14]2[O:18][N:17]=[C:16]([C@H:19]3[CH2:24][C@@H:23]4[C@@H:21]([CH2:22]4)[N:20]3C(OC(C)(C)C)=O)[CH:15]=2)[CH:10]=1. Given the product [Cl:8][C:9]1[S:13][CH:12]=[C:11]([C:14]2[O:18][N:17]=[C:16]([C@H:19]3[CH2:24][C@@H:23]4[C@@H:21]([CH2:22]4)[NH:20]3)[CH:15]=2)[CH:10]=1, predict the reactants needed to synthesize it. (4) Given the product [Cl:19][C:20]1[C:24]([Cl:25])=[C:23]([CH3:26])[NH:22][C:21]=1[C:27]([NH:1][C@H:2]1[CH2:7][CH2:6][C@H:5]([C:8]2[CH:9]=[C:10]([CH:16]=[CH:17][CH:18]=2)[C:11]([O:13][CH2:14][CH3:15])=[O:12])[CH2:4][CH2:3]1)=[O:28], predict the reactants needed to synthesize it. The reactants are: [NH2:1][C@H:2]1[CH2:7][CH2:6][C@H:5]([C:8]2[CH:9]=[C:10]([CH:16]=[CH:17][CH:18]=2)[C:11]([O:13][CH2:14][CH3:15])=[O:12])[CH2:4][CH2:3]1.[Cl:19][C:20]1[C:24]([Cl:25])=[C:23]([CH3:26])[NH:22][C:21]=1[C:27](O)=[O:28].C1C=CC2N(O)N=NC=2C=1.CN1CCOCC1.C(Cl)CCl. (5) Given the product [NH2:2][C:1]1[C:3]2[C:4]([CH3:12])=[CH:5][CH:6]=[CH:7][C:8]=2[S:13][C:14]=1[C:15]([O:17][CH2:18][CH3:19])=[O:16], predict the reactants needed to synthesize it. The reactants are: [C:1]([C:3]1[C:8]([N+]([O-])=O)=[CH:7][CH:6]=[CH:5][C:4]=1[CH3:12])#[N:2].[SH:13][CH2:14][C:15]([O:17][CH2:18][CH3:19])=[O:16].C(=O)([O-])[O-].[K+].[K+].